This data is from Forward reaction prediction with 1.9M reactions from USPTO patents (1976-2016). The task is: Predict the product of the given reaction. Given the reactants [C:1]([O:5][C:6]([N:8]1[CH2:13][CH2:12][CH:11]([CH:14]2[O:23][C:17]3=[CH:18][N:19]=[C:20](Cl)[CH:21]=[C:16]3[CH2:15]2)[CH2:10][CH2:9]1)=[O:7])([CH3:4])([CH3:3])[CH3:2].[CH3:24][S:25]([N:28]1[CH2:33][CH:32]=[C:31](B2OC(C)(C)C(C)(C)O2)[CH2:30][CH2:29]1)(=[O:27])=[O:26], predict the reaction product. The product is: [C:1]([O:5][C:6]([N:8]1[CH2:13][CH2:12][CH:11]([CH:14]2[O:23][C:17]3=[CH:18][N:19]=[C:20]([C:31]4[CH2:32][CH2:33][N:28]([S:25]([CH3:24])(=[O:27])=[O:26])[CH2:29][CH:30]=4)[CH:21]=[C:16]3[CH2:15]2)[CH2:10][CH2:9]1)=[O:7])([CH3:4])([CH3:3])[CH3:2].